From a dataset of Forward reaction prediction with 1.9M reactions from USPTO patents (1976-2016). Predict the product of the given reaction. The product is: [N:34]([CH2:37][C@@H:38]([NH:45][C:28]([C:23]1[CH:24]=[C:25]2[C:20](=[CH:21][CH:22]=1)[N:19]=[C:18]([NH:17][C:15]([C:10]1[C:9]([C:6]3[CH:7]=[CH:8][C:3]([C:2]([F:31])([F:1])[F:32])=[CH:4][CH:5]=3)=[CH:14][CH:13]=[CH:12][CH:11]=1)=[O:16])[CH:27]=[CH:26]2)=[O:29])[C:39]1[CH:40]=[CH:41][CH:42]=[CH:43][CH:44]=1)=[N+:35]=[N-:36]. Given the reactants [F:1][C:2]([F:32])([F:31])[C:3]1[CH:8]=[CH:7][C:6]([C:9]2[C:10]([C:15]([NH:17][C:18]3[CH:27]=[CH:26][C:25]4[C:20](=[CH:21][CH:22]=[C:23]([C:28](O)=[O:29])[CH:24]=4)[N:19]=3)=[O:16])=[CH:11][CH:12]=[CH:13][CH:14]=2)=[CH:5][CH:4]=1.Cl.[N:34]([CH2:37][C@@H:38]([NH2:45])[C:39]1[CH:44]=[CH:43][CH:42]=[CH:41][CH:40]=1)=[N+:35]=[N-:36].C(Cl)CCl.C1C=CC2N(O)N=NC=2C=1, predict the reaction product.